Task: Binary Classification. Given a drug SMILES string, predict its activity (active/inactive) in a high-throughput screening assay against a specified biological target.. Dataset: M1 muscarinic receptor antagonist screen with 61,756 compounds The drug is Clc1c(cc(OCC(=O)Nc2ccc(S(=O)(=O)N3CCN(CC3)C)cc2)cc1C)C. The result is 1 (active).